This data is from Full USPTO retrosynthesis dataset with 1.9M reactions from patents (1976-2016). The task is: Predict the reactants needed to synthesize the given product. (1) Given the product [CH2:22]([O:21][C:16]1[C:15]([C:13]2[CH:12]=[C:11]([C:29]([CH3:31])([CH3:32])[CH3:30])[C:10]([O:33][CH3:34])=[C:9]([NH:8][C:6](=[O:7])[C:5]3[CH:35]=[CH:36][C:2]([NH:1][CH2:41][C:40]([F:44])([F:43])[F:39])=[C:3]([F:37])[CH:4]=3)[CH:14]=2)=[CH:20][CH:19]=[CH:18][N:17]=1)[C:23]1[CH:28]=[CH:27][CH:26]=[CH:25][CH:24]=1, predict the reactants needed to synthesize it. The reactants are: [NH2:1][C:2]1[CH:36]=[CH:35][C:5]([C:6]([NH:8][C:9]2[CH:14]=[C:13]([C:15]3[C:16]([O:21][CH2:22][C:23]4[CH:28]=[CH:27][CH:26]=[CH:25][CH:24]=4)=[N:17][CH:18]=[CH:19][CH:20]=3)[CH:12]=[C:11]([C:29]([CH3:32])([CH3:31])[CH3:30])[C:10]=2[O:33][CH3:34])=[O:7])=[CH:4][C:3]=1[F:37].O.[F:39][C:40]([F:44])([F:43])[CH:41]=O.C([BH3-])#N.[Na+].C([O-])(O)=O.[Na+]. (2) Given the product [N:13]1[CH:18]=[CH:17][CH:16]=[CH:15][C:14]=1[CH2:19][N:21]1[CH:22]([C:23]2[CH:28]=[CH:27][CH:26]=[CH:25][N:24]=2)[CH:8]([C:9]([O:11][CH3:12])=[O:10])[C:6](=[O:7])[CH:5]([C:3]([O:2][CH3:1])=[O:4])[CH:19]1[C:14]1[CH:15]=[CH:16][CH:17]=[CH:18][N:13]=1, predict the reactants needed to synthesize it. The reactants are: [CH3:1][O:2][C:3]([CH2:5][C:6]([CH2:8][C:9]([O:11][CH3:12])=[O:10])=[O:7])=[O:4].[N:13]1[CH:18]=[CH:17][CH:16]=[CH:15][C:14]=1[CH:19]=O.[NH2:21][CH2:22][C:23]1[CH:28]=[CH:27][CH:26]=[CH:25][N:24]=1. (3) Given the product [ClH:1].[NH2:12][CH2:11][C:49]1[CH:50]=[CH:51][C:52]([C:53]([NH:55][CH2:56][CH:57]([C:75]2[CH:80]=[CH:79][CH:78]=[CH:77][CH:76]=2)[CH2:58][O:59][CH2:60][C:61]2[CH:66]=[C:65]([C:67]([F:70])([F:69])[F:68])[CH:64]=[C:63]([C:71]([F:74])([F:72])[F:73])[CH:62]=2)=[O:54])=[CH:81][CH:82]=1, predict the reactants needed to synthesize it. The reactants are: [ClH:1].FC(F)(F)C1C=C(C=C(C(F)(F)F)C=1)COCC(C1C=CC=CC=1)[CH2:11][NH2:12].C(N(CC)CC)C.CCN=C=NCCCN(C)C.Cl.Cl.N[C:49]1[CH:82]=[CH:81][C:52]([C:53]([NH:55][CH2:56][CH:57]([C:75]2[CH:80]=[CH:79][CH:78]=[CH:77][CH:76]=2)[CH2:58][O:59][CH2:60][C:61]2[CH:66]=[C:65]([C:67]([F:70])([F:69])[F:68])[CH:64]=[C:63]([C:71]([F:74])([F:73])[F:72])[CH:62]=2)=[O:54])=[CH:51][CH:50]=1.Cl.O1CCOCC1. (4) Given the product [CH3:1][C:2]1[C:7]([CH2:8][O:9][C:10]2[CH:11]=[CH:12][CH:13]=[C:14]3[C:19]=2[N:18]=[C:17]([CH3:20])[CH:16]=[CH:15]3)=[C:6]([CH3:21])[CH:5]=[CH:4][C:3]=1[N:22]1[CH2:26][CH2:25][CH2:24][C@@H:23]1[CH2:27][N:33]1[C:29](=[O:39])[C:30]2[C:31](=[CH:35][CH:36]=[CH:37][CH:38]=2)[C:32]1=[O:34], predict the reactants needed to synthesize it. The reactants are: [CH3:1][C:2]1[C:7]([CH2:8][O:9][C:10]2[CH:11]=[CH:12][CH:13]=[C:14]3[C:19]=2[N:18]=[C:17]([CH3:20])[CH:16]=[CH:15]3)=[C:6]([CH3:21])[CH:5]=[CH:4][C:3]=1[N:22]1[CH2:26][CH2:25][CH2:24][C@@H:23]1[CH2:27]O.[C:29]1(=[O:39])[NH:33][C:32](=[O:34])[C:31]2=[CH:35][CH:36]=[CH:37][CH:38]=[C:30]12.P(CCCC)(CCCC)CCCC.CN(C)C(N=NC(N(C)C)=O)=O. (5) Given the product [ClH:46].[ClH:47].[C:9]([NH:18][C@@H:19]1[CH2:24][CH2:23][CH2:22][CH2:21][C@@H:20]1[NH:25][C:26]1[C:35]2[C:30](=[CH:31][CH:32]=[C:33]([O:36][CH3:37])[CH:34]=2)[N:29]=[C:28]([CH:38]=[CH:39][C:40]2[CH:45]=[CH:44][C:43]([Cl:46])=[CH:42][CH:41]=2)[N:27]=1)(=[NH:8])[NH2:10], predict the reactants needed to synthesize it. The reactants are: C(OC([NH:8][C:9]([NH:18][C@@H:19]1[CH2:24][CH2:23][CH2:22][CH2:21][C@@H:20]1[NH:25][C:26]1[C:35]2[C:30](=[CH:31][CH:32]=[C:33]([O:36][CH3:37])[CH:34]=2)[N:29]=[C:28]([CH:38]=[CH:39][C:40]2[CH:45]=[CH:44][C:43]([Cl:46])=[CH:42][CH:41]=2)[N:27]=1)=[N:10]C(OC(C)(C)C)=O)=O)(C)(C)C.[ClH:47].